This data is from Full USPTO retrosynthesis dataset with 1.9M reactions from patents (1976-2016). The task is: Predict the reactants needed to synthesize the given product. Given the product [CH:1]1([CH2:6][CH:7]([N:11]2[C:19]3[C:14](=[CH:15][CH:16]=[C:17]([S:20][CH3:21])[CH:18]=3)[CH2:13][C:12]2=[O:23])[C:8]([OH:10])=[O:9])[CH2:5][CH2:4][CH2:3][CH2:2]1, predict the reactants needed to synthesize it. The reactants are: [CH:1]1([CH2:6][CH:7]([N:11]2[C:19]3[C:14](=[CH:15][CH:16]=[C:17]([S:20][CH3:21])[CH:18]=3)[C:13](=O)[C:12]2=[O:23])[C:8]([OH:10])=[O:9])[CH2:5][CH2:4][CH2:3][CH2:2]1.O.NN.